Task: Predict the reactants needed to synthesize the given product.. Dataset: Full USPTO retrosynthesis dataset with 1.9M reactions from patents (1976-2016) (1) Given the product [C:1]([C:5]1[NH:9][C:8](=[O:10])[N:7]([C:11]2[CH:16]=[CH:15][C:14]([O:17][C:18]3[CH:23]=[CH:22][N:21]=[C:20]([C:24]4[CH:25]=[N:26][N:27]([CH2:29][CH2:30][OH:31])[CH:28]=4)[CH:19]=3)=[C:13]([CH3:38])[N:12]=2)[N:6]=1)([CH3:4])([CH3:3])[CH3:2], predict the reactants needed to synthesize it. The reactants are: [C:1]([C:5]1[NH:9][C:8](=[O:10])[N:7]([C:11]2[CH:16]=[CH:15][C:14]([O:17][C:18]3[CH:23]=[CH:22][N:21]=[C:20]([C:24]4[CH:25]=[N:26][N:27]([CH2:29][CH2:30][O:31]C5CCCCO5)[CH:28]=4)[CH:19]=3)=[C:13]([CH3:38])[N:12]=2)[N:6]=1)([CH3:4])([CH3:3])[CH3:2].Cl.C([O-])(O)=O.[Na+]. (2) Given the product [CH3:20][S:21]([O:12][CH2:11][C:4]1[CH:3]=[C:2]([CH3:1])[C:7]([N+:8]([O-:10])=[O:9])=[CH:6][N:5]=1)(=[O:23])=[O:22], predict the reactants needed to synthesize it. The reactants are: [CH3:1][C:2]1[C:7]([N+:8]([O-:10])=[O:9])=[CH:6][N:5]=[C:4]([CH2:11][OH:12])[CH:3]=1.C(N(CC)CC)C.[CH3:20][S:21](Cl)(=[O:23])=[O:22]. (3) The reactants are: Br[C:2]1[N:6]2[CH:7]=[CH:8][C:9]([C:11]([F:14])([F:13])[F:12])=[N:10][C:5]2=[N:4][CH:3]=1.CC1(C)COB([C:22]2[CH:23]=[CH:24][C:25]([F:37])=[C:26]([C:28]3[C:29]([C:35]#[N:36])=[C:30]([F:34])[CH:31]=[CH:32][CH:33]=3)[CH:27]=2)OC1. Given the product [F:34][C:30]1[CH:31]=[CH:32][CH:33]=[C:28]([C:26]2[CH:27]=[C:22]([C:2]3[N:6]4[CH:7]=[CH:8][C:9]([C:11]([F:14])([F:13])[F:12])=[N:10][C:5]4=[N:4][CH:3]=3)[CH:23]=[CH:24][C:25]=2[F:37])[C:29]=1[C:35]#[N:36], predict the reactants needed to synthesize it. (4) Given the product [C:23]([C:18]1[CH:19]=[CH:20][CH:21]=[CH:22][C:17]=1[C:13]1[CH:14]=[CH:15][CH:16]=[C:11]([N:9]2[CH:10]=[C:6]([C:4]([OH:5])=[O:3])[N:7]=[CH:8]2)[CH:12]=1)#[N:24], predict the reactants needed to synthesize it. The reactants are: C([O:3][C:4]([C:6]1[N:7]=[CH:8][N:9]([C:11]2[CH:12]=[C:13]([C:17]3[CH:22]=[CH:21][CH:20]=[CH:19][C:18]=3[C:23]#[N:24])[CH:14]=[CH:15][CH:16]=2)[CH:10]=1)=[O:5])C.[OH-].[K+].